Predict the reactants needed to synthesize the given product. From a dataset of Full USPTO retrosynthesis dataset with 1.9M reactions from patents (1976-2016). (1) Given the product [Cl-:1].[CH3:2][O:3][C:4](=[O:27])[CH2:5][O:6][C:7]1[CH:8]=[CH:9][C:10]([C:13]2[CH:18]=[CH:17][C:16]([NH3+:19])=[CH:15][CH:14]=2)=[CH:11][CH:12]=1, predict the reactants needed to synthesize it. The reactants are: [ClH:1].[CH3:2][O:3][C:4](=[O:27])[CH2:5][O:6][C:7]1[CH:12]=[CH:11][C:10]([C:13]2[CH:18]=[CH:17][C:16]([NH:19]C(OC(C)(C)C)=O)=[CH:15][CH:14]=2)=[CH:9][CH:8]=1. (2) The reactants are: [Na].[NH2:2][C:3]1[N:8]=[C:7]([NH2:9])[CH:6]=[C:5](Cl)[N:4]=1.[Na+].[Cl-].[CH2:13]([OH:18])[CH2:14][CH:15]([CH3:17])[CH3:16]. Given the product [CH3:16][CH:15]([CH3:17])[CH2:14][CH2:13][O:18][C:5]1[N:4]=[C:3]([NH2:2])[N:8]=[C:7]([NH2:9])[CH:6]=1, predict the reactants needed to synthesize it. (3) Given the product [Cl:21][C:22]1[CH:28]=[CH:27][CH:26]=[CH:25][C:23]=1[NH:24][C:15]1[C:16](=[O:19])[C:17](=[O:18])[C:14]=1[NH:13][C:5]1[C:6]([OH:12])=[C:7]([S:8]([NH2:11])(=[O:10])=[O:9])[C:2]([Cl:1])=[CH:3][CH:4]=1, predict the reactants needed to synthesize it. The reactants are: [Cl:1][C:2]1[C:7]([S:8]([NH2:11])(=[O:10])=[O:9])=[C:6]([OH:12])[C:5]([NH:13][C:14]2[C:17](=[O:18])[C:16](=[O:19])[C:15]=2Cl)=[CH:4][CH:3]=1.[Cl:21][C:22]1[CH:28]=[CH:27][CH:26]=[CH:25][C:23]=1[NH2:24]. (4) Given the product [NH2:2][C:1]1[C:3]2[CH:13]([C:10]3[CH:9]=[CH:8][N:7]=[CH:12][CH:11]=3)[C:24]([C:25](=[O:28])[CH2:26][CH3:27])=[C:23]([CH2:22][CH3:21])[NH:6][C:4]=2[S:5][C:35]=1[C:34](=[O:37])[C:33]1[CH:38]=[CH:39][C:40]([Cl:41])=[C:31]([Cl:30])[CH:32]=1, predict the reactants needed to synthesize it. The reactants are: [C:1]([CH2:3][C:4]([NH2:6])=[S:5])#[N:2].[N:7]1[CH:12]=[CH:11][C:10]([CH:13]=O)=[CH:9][CH:8]=1.N1CCCCC1.[CH3:21][CH2:22][C:23](=O)[CH2:24][C:25](=[O:28])[CH2:26][CH3:27].[Cl:30][C:31]1[CH:32]=[C:33]([CH:38]=[CH:39][C:40]=1[Cl:41])[C:34](=[O:37])[CH2:35]Br.C(=O)([O-])[O-].[K+].[K+]. (5) Given the product [CH:2]1([N:5]([CH:19]2[CH2:24][CH2:23][N:22]([C:26]3[N:31]=[CH:30][C:29]([CH:32]4[CH2:34][CH2:33]4)=[CH:28][N:27]=3)[CH2:21][CH2:20]2)[C:6](=[O:18])[C:7]2[CH:8]=[CH:9][C:10]([C:13]3[O:17][CH:16]=[N:15][CH:14]=3)=[CH:11][CH:12]=2)[CH2:4][CH2:3]1, predict the reactants needed to synthesize it. The reactants are: Cl.[CH:2]1([N:5]([CH:19]2[CH2:24][CH2:23][NH:22][CH2:21][CH2:20]2)[C:6](=[O:18])[C:7]2[CH:12]=[CH:11][C:10]([C:13]3[O:17][CH:16]=[N:15][CH:14]=3)=[CH:9][CH:8]=2)[CH2:4][CH2:3]1.Cl[C:26]1[N:31]=[CH:30][C:29]([CH:32]2[CH2:34][CH2:33]2)=[CH:28][N:27]=1.C(N=P1(N(CC)CC)N(C)CCCN1C)(C)(C)C.CN1CCCC1=O. (6) Given the product [OH:21][C:19]([C:7]1[CH:16]=[CH:15][C:10]([C:11]([O:13][CH3:14])=[O:12])=[CH:9][CH:8]=1)([CH3:20])[CH:18]([CH3:22])[CH3:17], predict the reactants needed to synthesize it. The reactants are: C([Mg]Cl)(C)C.I[C:7]1[CH:16]=[CH:15][C:10]([C:11]([O:13][CH3:14])=[O:12])=[CH:9][CH:8]=1.[CH3:17][CH:18]([CH3:22])[C:19](=[O:21])[CH3:20].Cl. (7) Given the product [CH2:10]([NH:16][C:2]1[CH:9]=[CH:8][CH:7]=[CH:6][C:3]=1[CH2:4][OH:5])[CH2:11][CH2:12][CH2:13][CH2:14][CH3:15], predict the reactants needed to synthesize it. The reactants are: Br[C:2]1[CH:9]=[CH:8][CH:7]=[CH:6][C:3]=1[CH2:4][OH:5].[CH2:10]([NH2:16])[CH2:11][CH2:12][CH2:13][CH2:14][CH3:15]. (8) Given the product [F:36][C:32]1[C:33]([F:35])=[CH:34][C:28]2[NH:27][C:26]([NH:1][C:2]3[CH:3]=[CH:4][C:5]([C:8]4[CH:13]=[CH:12][C:11]([C:14]([C@@H:16]5[CH2:20][CH2:19][CH2:18][C@H:17]5[C:21]([OH:23])=[O:22])=[O:15])=[CH:10][CH:9]=4)=[CH:6][CH:7]=3)=[N:30][C:29]=2[CH:31]=1, predict the reactants needed to synthesize it. The reactants are: [NH2:1][C:2]1[CH:7]=[CH:6][C:5]([C:8]2[CH:13]=[CH:12][C:11]([C:14]([CH:16]3[CH2:20][CH2:19][CH2:18][CH:17]3[C:21]([O:23]C)=[O:22])=[O:15])=[CH:10][CH:9]=2)=[CH:4][CH:3]=1.Cl[C:26]1[NH:30][C:29]2[CH:31]=[C:32]([F:36])[C:33]([F:35])=[CH:34][C:28]=2[N:27]=1.Cl.[OH-].[Na+]. (9) Given the product [NH2:3][C@@:2]([C:8]1[CH:17]=[CH:16][C:15]2[C:10](=[CH:11][CH:12]=[C:13]([O:18][C@H:19]3[CH2:20][CH2:21][C@@H:22]([CH3:25])[CH2:23][CH2:24]3)[CH:14]=2)[CH:9]=1)([CH3:1])[CH2:6][OH:5], predict the reactants needed to synthesize it. The reactants are: [CH3:1][C@@:2]1([C:8]2[CH:17]=[CH:16][C:15]3[C:10](=[CH:11][CH:12]=[C:13]([O:18][C@H:19]4[CH2:24][CH2:23][C@@H:22]([CH3:25])[CH2:21][CH2:20]4)[CH:14]=3)[CH:9]=2)[CH2:6][O:5]C(=O)[NH:3]1.C(O)C.O.[OH-].[Li+].